Dataset: Forward reaction prediction with 1.9M reactions from USPTO patents (1976-2016). Task: Predict the product of the given reaction. (1) The product is: [CH:31]1([C@H:23]([NH:22][C:20]([C:19]2[CH:18]=[CH:17][C:16]([C:37]3[CH:42]=[CH:41][CH:40]=[CH:39][CH:38]=3)=[CH:15][C:14]=2[NH:13][C:11]([NH:10][C:3]2[C:2]([CH3:1])=[CH:7][C:6]([CH3:8])=[CH:5][C:4]=2[CH3:9])=[O:12])=[O:21])[C:24]([O:26][C:27]([CH3:29])([CH3:28])[CH3:30])=[O:25])[CH2:36][CH2:35][CH2:34][CH2:33][CH2:32]1. Given the reactants [CH3:1][C:2]1[CH:7]=[C:6]([CH3:8])[CH:5]=[C:4]([CH3:9])[C:3]=1[N:10]=[C:11]=[O:12].[NH2:13][C:14]1[CH:15]=[C:16]([C:37]2[CH:42]=[CH:41][CH:40]=[CH:39][CH:38]=2)[CH:17]=[CH:18][C:19]=1[C:20]([NH:22][C@@H:23]([CH:31]1[CH2:36][CH2:35][CH2:34][CH2:33][CH2:32]1)[C:24]([O:26][C:27]([CH3:30])([CH3:29])[CH3:28])=[O:25])=[O:21].CCCCCC.C(OCC)(=O)C, predict the reaction product. (2) Given the reactants [NH2:1][C:2]1[N:7]=[C:6]([C:8]2[CH2:13][CH2:12][N:11]([C:14]([O:16][C:17]([CH3:20])([CH3:19])[CH3:18])=[O:15])[CH2:10][CH:9]=2)[CH:5]=[C:4]([Cl:21])[C:3]=1[N+:22]([O-])=O.CO, predict the reaction product. The product is: [NH2:22][C:3]1[C:4]([Cl:21])=[CH:5][C:6]([CH:8]2[CH2:9][CH2:10][N:11]([C:14]([O:16][C:17]([CH3:19])([CH3:18])[CH3:20])=[O:15])[CH2:12][CH2:13]2)=[N:7][C:2]=1[NH2:1]. (3) Given the reactants [F:1][C:2]1[CH:7]=[CH:6][C:5]([CH:8]([OH:18])[C:9]2[N:14]=[C:13]([C:15]([OH:17])=O)[CH:12]=[CH:11][CH:10]=2)=[CH:4][CH:3]=1.[NH2:19][C@@H:20]([CH2:24][CH:25]([CH3:27])[CH3:26])[C:21]([NH2:23])=[O:22], predict the reaction product. The product is: [C:21]([C@@H:20]([NH:19][C:15]([C:13]1[CH:12]=[CH:11][CH:10]=[C:9]([CH:8]([C:5]2[CH:4]=[CH:3][C:2]([F:1])=[CH:7][CH:6]=2)[OH:18])[N:14]=1)=[O:17])[CH2:24][CH:25]([CH3:27])[CH3:26])(=[O:22])[NH2:23]. (4) The product is: [C:19]([O:18][C:16]([N:13]1[CH2:12][CH2:11][N:10]([CH:8]([C:5]2[CH:4]=[C:3]([B:28]([OH:33])[OH:29])[C:2]([F:1])=[N:7][CH:6]=2)[CH3:9])[CH2:15][CH2:14]1)=[O:17])([CH3:21])([CH3:20])[CH3:22]. Given the reactants [F:1][C:2]1[N:7]=[CH:6][C:5]([CH:8]([N:10]2[CH2:15][CH2:14][N:13]([C:16]([O:18][C:19]([CH3:22])([CH3:21])[CH3:20])=[O:17])[CH2:12][CH2:11]2)[CH3:9])=[CH:4][CH:3]=1.C([Li])CCC.[B:28](OC(C)C)([O:33]C(C)C)[O:29]C(C)C, predict the reaction product.